This data is from Catalyst prediction with 721,799 reactions and 888 catalyst types from USPTO. The task is: Predict which catalyst facilitates the given reaction. (1) Reactant: [NH2:1][C:2]1[CH:11]=[C:10]2[C:5]([C:6]([Br:16])=[N:7][N:8]([CH:13]([CH3:15])[CH3:14])[C:9]2=[O:12])=[CH:4][CH:3]=1.C(=O)([O-])[O-].[K+].[K+].Cl[CH2:24][CH2:25][O:26][CH2:27][CH2:28]Cl. Product: [O:26]1[CH2:27][CH2:28][N:1]([C:2]2[CH:11]=[C:10]3[C:5]([C:6]([Br:16])=[N:7][N:8]([CH:13]([CH3:14])[CH3:15])[C:9]3=[O:12])=[CH:4][CH:3]=2)[CH2:24][CH2:25]1. The catalyst class is: 3. (2) The catalyst class is: 146. Reactant: [CH3:1][O:2][C:3]1[CH:4]=[C:5]2[C:10](=[CH:11][C:12]=1[O:13][CH3:14])[N:9]=[CH:8][CH:7]=[C:6]2[O:15][C:16]1[CH:26]=[CH:25][C:19]([O:20][CH2:21][C:22](O)=[O:23])=[CH:18][CH:17]=1.CCN=C=NCCCN(C)C.Cl.C1C=CC2N(O)N=NC=2C=1.[Cl:49][C:50]1[CH:51]=[C:52]([CH:54]=[CH:55][CH:56]=1)[NH2:53].C(=O)([O-])O.[Na+]. Product: [Cl:49][C:50]1[CH:51]=[C:52]([NH:53][C:22](=[O:23])[CH2:21][O:20][C:19]2[CH:18]=[CH:17][C:16]([O:15][C:6]3[C:5]4[C:10](=[CH:11][C:12]([O:13][CH3:14])=[C:3]([O:2][CH3:1])[CH:4]=4)[N:9]=[CH:8][CH:7]=3)=[CH:26][CH:25]=2)[CH:54]=[CH:55][CH:56]=1. (3) Reactant: [Br:1][C:2]1[CH:3]=[C:4]([CH3:9])[C:5](F)=[N:6][CH:7]=1.Cl.[CH3:11][NH:12][CH3:13].C(N(C(C)C)C(C)C)C. Product: [Br:1][C:2]1[CH:3]=[C:4]([CH3:9])[C:5]([N:12]([CH3:13])[CH3:11])=[N:6][CH:7]=1. The catalyst class is: 37. (4) Reactant: Br[C:2]1[C:3]([F:22])=[C:4]2[C:8](=[C:9]([C:11]([NH2:13])=[O:12])[CH:10]=1)[NH:7][CH:6]=[C:5]2[CH:14]1[CH2:19][CH2:18][S:17](=[O:21])(=[O:20])[CH2:16][CH2:15]1.[S:23]1[CH:27]=[CH:26][C:25](B(O)O)=[CH:24]1.C([O-])([O-])=O.[K+].[K+]. Product: [O:20]=[S:17]1(=[O:21])[CH2:18][CH2:19][CH:14]([C:5]2[C:4]3[C:8](=[C:9]([C:11]([NH2:13])=[O:12])[CH:10]=[C:2]([C:25]4[CH:26]=[CH:27][S:23][CH:24]=4)[C:3]=3[F:22])[NH:7][CH:6]=2)[CH2:15][CH2:16]1. The catalyst class is: 117.